This data is from Full USPTO retrosynthesis dataset with 1.9M reactions from patents (1976-2016). The task is: Predict the reactants needed to synthesize the given product. (1) Given the product [C:1]([O:5][C:6]([N:8]1[CH:17]([C:18]([OH:20])=[O:19])[CH2:16][C:15]2[C:10](=[CH:11][C:12]([O:21][CH2:22][C:23]3[CH:28]=[CH:27][CH:26]=[CH:25][CH:24]=3)=[CH:13][CH:14]=2)[CH2:9]1)=[O:7])([CH3:4])([CH3:2])[CH3:3], predict the reactants needed to synthesize it. The reactants are: [C:1]([O:5][C:6]([N:8]1[C@H:17]([C:18]([OH:20])=[O:19])[CH2:16][C:15]2[C:10](=[CH:11][C:12]([OH:21])=[CH:13][CH:14]=2)[CH2:9]1)=[O:7])([CH3:4])([CH3:3])[CH3:2].[CH2:22](Br)[C:23]1[CH:28]=[CH:27][CH:26]=[CH:25][CH:24]=1. (2) Given the product [C:18]1([S:24]([N:4]2[C:5]3[N:6]=[CH:7][N:8]=[C:9]([O:11][CH2:12][CH2:13][O:14][CH3:15])[C:10]=3[C:2]([I:1])=[CH:3]2)(=[O:26])=[O:25])[CH:23]=[CH:22][CH:21]=[CH:20][CH:19]=1, predict the reactants needed to synthesize it. The reactants are: [I:1][C:2]1[C:10]2[C:9]([O:11][CH2:12][CH2:13][O:14][CH3:15])=[N:8][CH:7]=[N:6][C:5]=2[NH:4][CH:3]=1.[H-].[Na+].[C:18]1([S:24](Cl)(=[O:26])=[O:25])[CH:23]=[CH:22][CH:21]=[CH:20][CH:19]=1.O. (3) Given the product [CH3:1][C:2]1[CH:6]=[C:5]([CH3:7])[N:4]([C:8]2[CH:9]=[C:10]([CH:25]=[CH:26][CH:27]=2)[O:11][C:12]2[CH:24]=[CH:23][C:22]3[C:21]4[C:16](=[CH:17][CH:18]=[CH:19][CH:20]=4)[N:15]([C:29]4[CH:34]=[C:33]([C:35]([CH3:38])([CH3:37])[CH3:36])[CH:32]=[CH:31][N:30]=4)[C:14]=3[CH:13]=2)[N:3]=1, predict the reactants needed to synthesize it. The reactants are: [CH3:1][C:2]1[CH:6]=[C:5]([CH3:7])[N:4]([C:8]2[CH:9]=[C:10]([CH:25]=[CH:26][CH:27]=2)[O:11][C:12]2[CH:24]=[CH:23][C:22]3[C:21]4[C:16](=[CH:17][CH:18]=[CH:19][CH:20]=4)[NH:15][C:14]=3[CH:13]=2)[N:3]=1.Br[C:29]1[CH:34]=[C:33]([C:35]([CH3:38])([CH3:37])[CH3:36])[CH:32]=[CH:31][N:30]=1. (4) Given the product [OH:38][C@@H:36]([CH3:37])[C:34]([NH:1][C@@H:2]1[CH2:7][CH2:6][C@H:5]([NH:8][C:9]([C:11]2[C:15]3[N:16]=[CH:17][N:18]=[C:19]([C:20]4[CH:25]=[CH:24][C:23]([O:26][CH3:27])=[CH:22][C:21]=4[O:28][CH2:29][CH:30]4[CH2:31][CH2:32]4)[C:14]=3[NH:13][CH:12]=2)=[O:10])[CH2:4][CH2:3]1)=[O:35], predict the reactants needed to synthesize it. The reactants are: [NH2:1][C@@H:2]1[CH2:7][CH2:6][C@H:5]([NH:8][C:9]([C:11]2[C:15]3[N:16]=[CH:17][N:18]=[C:19]([C:20]4[CH:25]=[CH:24][C:23]([O:26][CH3:27])=[CH:22][C:21]=4[O:28][CH2:29][CH:30]4[CH2:32][CH2:31]4)[C:14]=3[NH:13][CH:12]=2)=[O:10])[CH2:4][CH2:3]1.Cl[C:34]([C@@H:36]([O:38]C(=O)C)[CH3:37])=[O:35]. (5) Given the product [CH2:11]([C:2]1[CH:9]=[CH:8][C:5]([CH:6]=[O:7])=[C:4]([F:10])[CH:3]=1)[CH2:12][CH2:13][CH3:14], predict the reactants needed to synthesize it. The reactants are: Br[C:2]1[CH:9]=[CH:8][C:5]([CH:6]=[O:7])=[C:4]([F:10])[CH:3]=1.[CH2:11](B(O)O)[CH2:12][CH2:13][CH3:14].C(=O)([O-])[O-].[K+].[K+].